Dataset: Full USPTO retrosynthesis dataset with 1.9M reactions from patents (1976-2016). Task: Predict the reactants needed to synthesize the given product. (1) Given the product [Br:35][C:32]1[CH:33]=[C:34]2[C:26]([CH2:23][C:20]3[CH:21]=[CH:22][C:17]([NH:7][CH2:8][C:9]4[CH:10]=[N:11][C:12]([O:15][CH3:16])=[CH:13][CH:14]=4)=[N:18][CH:19]=3)=[CH:27][NH:28][C:29]2=[N:30][CH:31]=1, predict the reactants needed to synthesize it. The reactants are: C(OC(=O)[N:7]([C:17]1[CH:22]=[CH:21][C:20]([CH:23]([C:26]2[C:34]3[C:29](=[N:30][CH:31]=[C:32]([Br:35])[CH:33]=3)[NH:28][CH:27]=2)OC)=[CH:19][N:18]=1)[CH2:8][C:9]1[CH:10]=[N:11][C:12]([O:15][CH3:16])=[CH:13][CH:14]=1)(C)(C)C.C([SiH](CC)CC)C.FC(F)(F)C(O)=O. (2) Given the product [CH3:22][Si:21]([C:19]#[C:20][C:2]1[CH:7]=[CH:6][C:5]([C:8]2[N:12]([C:13]3[CH:18]=[CH:17][N:16]=[CH:15][CH:14]=3)[N:11]=[CH:10][CH:9]=2)=[CH:4][CH:3]=1)([CH3:24])[CH3:23], predict the reactants needed to synthesize it. The reactants are: Br[C:2]1[CH:7]=[CH:6][C:5]([C:8]2[N:12]([C:13]3[CH:18]=[CH:17][N:16]=[CH:15][CH:14]=3)[N:11]=[CH:10][CH:9]=2)=[CH:4][CH:3]=1.[C:19]([Si:21]([CH3:24])([CH3:23])[CH3:22])#[CH:20].O. (3) Given the product [Cl:17][C:18]1[CH:19]=[C:20]([C:24]2[N:25]=[C:26]([N:29]3[CH2:30][CH2:31][N:32]([C:9]([NH:8][C:5]4[O:4][N:3]=[C:2]([CH3:1])[C:6]=4[CH3:7])=[O:16])[CH2:33][CH2:34]3)[S:27][CH:28]=2)[CH:21]=[CH:22][CH:23]=1, predict the reactants needed to synthesize it. The reactants are: [CH3:1][C:2]1[C:6]([CH3:7])=[C:5]([NH:8][C:9](=[O:16])OCC(Cl)(Cl)Cl)[O:4][N:3]=1.[Cl:17][C:18]1[CH:19]=[C:20]([C:24]2[N:25]=[C:26]([N:29]3[CH2:34][CH2:33][NH:32][CH2:31][CH2:30]3)[S:27][CH:28]=2)[CH:21]=[CH:22][CH:23]=1.C(N(C(C)C)CC)(C)C.O. (4) Given the product [CH3:20][O:19][S:16]([O-:21])(=[O:18])=[O:17].[CH3:1][C:2]1[C:15]2[C:10]([N+:9]([CH3:20])=[C:8]3[C:3]=1[CH:4]=[CH:5][CH:6]=[CH:7]3)=[CH:11][CH:12]=[CH:13][CH:14]=2, predict the reactants needed to synthesize it. The reactants are: [CH3:1][C:2]1[C:3]2[C:8]([N:9]=[C:10]3[C:15]=1[CH:14]=[CH:13][CH:12]=[CH:11]3)=[CH:7][CH:6]=[CH:5][CH:4]=2.[S:16]([O:21]C)([O:19][CH3:20])(=[O:18])=[O:17]. (5) Given the product [Cl:8][C:6]1[C:5]([C:9]#[N:10])=[CH:4][N:3]=[C:2]([NH:12][C:11](=[O:18])[O:13][C:14]([CH3:17])([CH3:16])[CH3:15])[CH:7]=1, predict the reactants needed to synthesize it. The reactants are: Cl[C:2]1[CH:7]=[C:6]([Cl:8])[C:5]([C:9]#[N:10])=[CH:4][N:3]=1.[C:11](=[O:18])([O:13][C:14]([CH3:17])([CH3:16])[CH3:15])[NH2:12].CC1(C)C2C(=C(P(C3C=CC=CC=3)C3C=CC=CC=3)C=CC=2)OC2C(P(C3C=CC=CC=3)C3C=CC=CC=3)=CC=CC1=2.C([O-])([O-])=O.[K+].[K+]. (6) Given the product [NH2:20][C:18]1[N:19]=[C:14]([N:8]2[CH2:9][CH2:10][CH2:11][C@@H:6]([C:4]([N:3]([CH2:1][CH3:2])[CH3:12])=[O:5])[CH2:7]2)[CH:15]=[CH:16][C:17]=1[N+:21]([O-:23])=[O:22], predict the reactants needed to synthesize it. The reactants are: [CH2:1]([N:3]([CH3:12])[C:4]([C@@H:6]1[CH2:11][CH2:10][CH2:9][NH:8][CH2:7]1)=[O:5])[CH3:2].Cl[C:14]1[N:19]=[C:18]([NH2:20])[C:17]([N+:21]([O-:23])=[O:22])=[CH:16][CH:15]=1.C(N(CC)CC)C. (7) Given the product [B:23]([C:18]1[CH:17]=[C:16]([Cl:15])[CH:21]=[CH:20][C:19]=1[O:22][C@@H:52]([CH3:54])[C:51]([OH:56])=[O:55])([OH:24])[OH:27], predict the reactants needed to synthesize it. The reactants are: CC(OC(/N=N/C(OC(C)C)=O)=O)C.[Cl:15][C:16]1[CH:21]=[CH:20][C:19]([OH:22])=[C:18]([B:23]2[O:27]C(C)(C)C(C)(C)[O:24]2)[CH:17]=1.C1(P(C2C=CC=CC=2)C2C=CC=CC=2)C=CC=CC=1.[C:51]([O:56]C(C)(C)C)(=[O:55])[C@@H:52]([CH3:54])O.